Dataset: Full USPTO retrosynthesis dataset with 1.9M reactions from patents (1976-2016). Task: Predict the reactants needed to synthesize the given product. Given the product [O:1]1[CH:5]=[CH:4][CH:3]=[C:2]1[C:6]1[CH:7]=[C:8]([CH:22]=[CH:23][CH:24]=1)[CH2:9][CH:10]1[C:17]2[CH:16]=[C:15]([C:18]([OH:20])=[O:19])[NH:14][C:13]=2[CH2:12][CH2:11]1, predict the reactants needed to synthesize it. The reactants are: [O:1]1[CH:5]=[CH:4][CH:3]=[C:2]1[C:6]1[CH:7]=[C:8]([CH:22]=[CH:23][CH:24]=1)[CH2:9][CH:10]1[C:17]2[CH:16]=[C:15]([C:18]([O:20]C)=[O:19])[NH:14][C:13]=2[CH2:12][CH2:11]1.[OH-].[Li+].CO.